Dataset: NCI-60 drug combinations with 297,098 pairs across 59 cell lines. Task: Regression. Given two drug SMILES strings and cell line genomic features, predict the synergy score measuring deviation from expected non-interaction effect. (1) Drug 1: C1CC(CCC1OC2=C(C(=CC=C2)Cl)F)(CC3=NC(=CC=C3)NC4=NC=CS4)C(=O)O. Drug 2: CC1(CCCN1)C2=NC3=C(C=CC=C3N2)C(=O)N. Cell line: SW-620. Synergy scores: CSS=20.2, Synergy_ZIP=-1.35, Synergy_Bliss=6.18, Synergy_Loewe=-12.1, Synergy_HSA=5.72. (2) Drug 1: CC12CCC3C(C1CCC2O)C(CC4=C3C=CC(=C4)O)CCCCCCCCCS(=O)CCCC(C(F)(F)F)(F)F. Drug 2: CC1CCCC2(C(O2)CC(NC(=O)CC(C(C(=O)C(C1O)C)(C)C)O)C(=CC3=CSC(=N3)C)C)C. Cell line: SN12C. Synergy scores: CSS=37.0, Synergy_ZIP=1.42, Synergy_Bliss=0.725, Synergy_Loewe=-25.6, Synergy_HSA=1.22.